This data is from Forward reaction prediction with 1.9M reactions from USPTO patents (1976-2016). The task is: Predict the product of the given reaction. (1) Given the reactants [NH:1]1[CH2:7][CH2:6][CH2:5][C:4](=[O:8])[CH2:3][CH2:2]1.C(N(CC)CC)C.[CH3:16][C:17]([O:20][C:21](O[C:21]([O:20][C:17]([CH3:19])([CH3:18])[CH3:16])=[O:22])=[O:22])([CH3:19])[CH3:18].[NH4+].[Cl-], predict the reaction product. The product is: [O:8]=[C:4]1[CH2:5][CH2:6][CH2:7][N:1]([C:21]([O:20][C:17]([CH3:19])([CH3:18])[CH3:16])=[O:22])[CH2:2][CH2:3]1. (2) The product is: [F:12][CH:11]([S:10][CH2:3][C:4]1[CH:9]=[CH:8][CH:7]=[CH:6][CH:5]=1)[F:13]. Given the reactants [OH-].[Na+].[CH2:3]([SH:10])[C:4]1[CH:9]=[CH:8][CH:7]=[CH:6][CH:5]=1.[CH:11](Cl)([F:13])[F:12], predict the reaction product. (3) Given the reactants [NH2:1][CH2:2][CH2:3][OH:4].[CH3:5][O:6][C:7]1[CH:14]=[CH:13][C:10]([CH:11]=O)=[CH:9][CH:8]=1.[O-]S([O-])(=O)=O.[Na+].[Na+].[BH-](OC(C)=O)(OC(C)=O)OC(C)=O.[Na+], predict the reaction product. The product is: [CH3:5][O:6][C:7]1[CH:14]=[CH:13][C:10]([CH2:11][NH:1][CH2:2][CH2:3][OH:4])=[CH:9][CH:8]=1. (4) Given the reactants [NH2:1][C@H:2]([C:8]([OH:10])=[O:9])[CH2:3][CH2:4][CH2:5][CH2:6][NH2:7].[O:11]=C(CCC(O)=O)C(O)=O.O=C1O[C@H]([C@H](CO)O)C(O)=C1O.N[C@H](C(O)=O)CC[C@H](CN)O, predict the reaction product. The product is: [OH:11][CH:3]([CH2:4][CH2:5][CH2:6][NH2:7])[C@@H:2]([C:8]([OH:10])=[O:9])[NH2:1].